This data is from Peptide-MHC class II binding affinity with 134,281 pairs from IEDB. The task is: Regression. Given a peptide amino acid sequence and an MHC pseudo amino acid sequence, predict their binding affinity value. This is MHC class II binding data. (1) The peptide sequence is CSAVPVHWVPTSRTTW. The MHC is DRB1_0401 with pseudo-sequence DRB1_0401. The binding affinity (normalized) is 0.605. (2) The binding affinity (normalized) is 0.277. The peptide sequence is SKLTYENVKMEDVGY. The MHC is DRB5_0101 with pseudo-sequence DRB5_0101.